This data is from Full USPTO retrosynthesis dataset with 1.9M reactions from patents (1976-2016). The task is: Predict the reactants needed to synthesize the given product. Given the product [CH3:13][C:14]1[N:19]=[C:18]([S:20][CH2:2][C:3]2[C:4]([C:9]([F:12])([F:11])[F:10])=[N:5][CH:6]=[CH:7][CH:8]=2)[N:17]=[C:16]([OH:21])[CH:15]=1, predict the reactants needed to synthesize it. The reactants are: Br[CH2:2][C:3]1[C:4]([C:9]([F:12])([F:11])[F:10])=[N:5][CH:6]=[CH:7][CH:8]=1.[CH3:13][C:14]1[N:19]=[C:18]([SH:20])[N:17]=[C:16]([OH:21])[CH:15]=1.C(N(CC)CC)C.